Dataset: Catalyst prediction with 721,799 reactions and 888 catalyst types from USPTO. Task: Predict which catalyst facilitates the given reaction. (1) Reactant: Br[C:2]1[CH:3]=[C:4]([NH2:9])[CH:5]=[CH:6][C:7]=1[F:8].C(B(CC)[C:13]1[CH:14]=[N:15][CH:16]=[CH:17][CH:18]=1)C.C(=O)([O-])[O-].[K+].[K+]. Product: [F:8][C:7]1[CH:6]=[CH:5][C:4]([NH2:9])=[CH:3][C:2]=1[C:13]1[CH:14]=[N:15][CH:16]=[CH:17][CH:18]=1. The catalyst class is: 108. (2) Reactant: [F:1][C:2]1[CH:3]=[CH:4][C:5]([O:29][CH3:30])=[C:6]([C:8]2[C:13]([C:14]#[N:15])=[CH:12][N:11]=[C:10]3[N:16](S(C4C=CC=CC=4)(=O)=O)[C:17]([I:19])=[CH:18][C:9]=23)[CH:7]=1.[OH-].[Li+].Cl. Product: [F:1][C:2]1[CH:3]=[CH:4][C:5]([O:29][CH3:30])=[C:6]([C:8]2[C:13]([C:14]#[N:15])=[CH:12][N:11]=[C:10]3[NH:16][C:17]([I:19])=[CH:18][C:9]=23)[CH:7]=1. The catalyst class is: 83. (3) Reactant: [OH:1][C:2]1[C:7]([O:8][CH3:9])=[C:6]([O:10][CH3:11])[N:5]([CH2:12][C:13]2[CH:18]=[CH:17][C:16]([O:19][CH3:20])=[CH:15][CH:14]=2)[C:4](=[O:21])[C:3]=1[C:22](OC)=[O:23].[F:26][C:27]([F:42])([F:41])[C:28]1[CH:33]=[CH:32][C:31]([C:34]2[C:35]([NH2:40])=[CH:36][CH:37]=[CH:38][CH:39]=2)=[CH:30][CH:29]=1.N1C=CC=CC1=O. Product: [OH:1][C:2]1[C:7]([O:8][CH3:9])=[C:6]([O:10][CH3:11])[N:5]([CH2:12][C:13]2[CH:14]=[CH:15][C:16]([O:19][CH3:20])=[CH:17][CH:18]=2)[C:4](=[O:21])[C:3]=1[C:22]([NH:40][C:35]1[CH:36]=[CH:37][CH:38]=[CH:39][C:34]=1[C:31]1[CH:32]=[CH:33][C:28]([C:27]([F:26])([F:41])[F:42])=[CH:29][CH:30]=1)=[O:23]. The catalyst class is: 11. (4) Reactant: Cl[C:2]1[C:7]([CH3:8])=[CH:6][C:5]([C:9]2[CH:14]=[CH:13][C:12]([O:15][C:16]([F:19])([F:18])[F:17])=[CH:11][CH:10]=2)=[CH:4][N:3]=1.[N-:20]=[N+:21]=[N-:22].[Na+].CC1C=CC(S(O)(=O)=O)=CC=1.N1C=CC=CC=1. Product: [CH3:8][C:7]1[C:2]2[N:3]([N:20]=[N:21][N:22]=2)[CH:4]=[C:5]([C:9]2[CH:14]=[CH:13][C:12]([O:15][C:16]([F:19])([F:18])[F:17])=[CH:11][CH:10]=2)[CH:6]=1. The catalyst class is: 3. (5) Reactant: [Cl:1][C:2]1[C:3](=[O:19])[N:4]([CH:9]2[CH2:14][C:13]([CH3:16])([CH3:15])[CH2:12][C:11]([CH3:18])([CH3:17])[CH2:10]2)[N:5]=[CH:6][C:7]=1Cl.[CH3:20][NH2:21].O. Product: [Cl:1][C:2]1[C:3](=[O:19])[N:4]([CH:9]2[CH2:14][C:13]([CH3:16])([CH3:15])[CH2:12][C:11]([CH3:18])([CH3:17])[CH2:10]2)[N:5]=[CH:6][C:7]=1[NH:21][CH3:20]. The catalyst class is: 16. (6) Reactant: [Br:1][C:2]1[CH:3]=[CH:4][C:5]([Cl:19])=[C:6]([C:8]2[NH:12][C:11]3[CH:13]=[CH:14][C:15]([O:17][CH3:18])=[CH:16][C:10]=3[N:9]=2)[CH:7]=1.[CH3:20][C:21]([O:24][C:25](O[C:25]([O:24][C:21]([CH3:23])([CH3:22])[CH3:20])=[O:26])=[O:26])([CH3:23])[CH3:22]. Product: [C:21]([O:24][C:25]([N:12]1[C:11]2[CH:13]=[CH:14][C:15]([O:17][CH3:18])=[CH:16][C:10]=2[N:9]=[C:8]1[C:6]1[CH:7]=[C:2]([Br:1])[CH:3]=[CH:4][C:5]=1[Cl:19])=[O:26])([CH3:23])([CH3:22])[CH3:20]. The catalyst class is: 166. (7) Reactant: [C:1]([C:5]1[CH:10]=[CH:9][CH:8]=[CH:7][C:6]=1[N:11]1[CH2:16][CH2:15][N:14]([C:17](=[O:33])[C:18]([NH:20][C:21]2[CH:26]=[CH:25][C:24]([CH2:27][CH2:28][C:29]([O:31]C)=[O:30])=[CH:23][CH:22]=2)=[O:19])[CH2:13][CH2:12]1)([CH3:4])([CH3:3])[CH3:2].[Li+].[OH-].Cl. Product: [C:1]([C:5]1[CH:10]=[CH:9][CH:8]=[CH:7][C:6]=1[N:11]1[CH2:12][CH2:13][N:14]([C:17](=[O:33])[C:18]([NH:20][C:21]2[CH:22]=[CH:23][C:24]([CH2:27][CH2:28][C:29]([OH:31])=[O:30])=[CH:25][CH:26]=2)=[O:19])[CH2:15][CH2:16]1)([CH3:4])([CH3:2])[CH3:3]. The catalyst class is: 7. (8) Reactant: F[C:2]1[CH:3]=[CH:4][C:5]([N+:9]([O-:11])=[O:10])=[C:6]([CH3:8])[CH:7]=1.CN1CCCC1=O.[NH2:19][CH2:20][CH2:21][CH:22]([OH:24])[CH3:23].C(N(CC)CC)C. Product: [N+:9]([C:5]1[CH:4]=[CH:3][C:2]([NH:19][CH2:20][CH2:21][CH:22]([OH:24])[CH3:23])=[CH:7][C:6]=1[CH3:8])([O-:11])=[O:10]. The catalyst class is: 6.